Dataset: Retrosynthesis with 50K atom-mapped reactions and 10 reaction types from USPTO. Task: Predict the reactants needed to synthesize the given product. Given the product CC(C(=O)O)c1ccc(Cc2c(C#N)cc(O)c(O)c2C#N)cc1, predict the reactants needed to synthesize it. The reactants are: COc1cc(C#N)c(Cc2ccc(C(C)C(=O)O)cc2)c(C#N)c1O.